Dataset: Peptide-MHC class II binding affinity with 134,281 pairs from IEDB. Task: Regression. Given a peptide amino acid sequence and an MHC pseudo amino acid sequence, predict their binding affinity value. This is MHC class II binding data. (1) The binding affinity (normalized) is 0.108. The MHC is DRB1_0101 with pseudo-sequence DRB1_0101. The peptide sequence is CDICGEELPTSIVVP. (2) The peptide sequence is GSMAKKGDEQKLRSA. The MHC is DRB1_1501 with pseudo-sequence DRB1_1501. The binding affinity (normalized) is 0.165. (3) The peptide sequence is KMIGGIGGFVKVRQYDQILI. The MHC is DRB1_0101 with pseudo-sequence DRB1_0101. The binding affinity (normalized) is 0.382. (4) The peptide sequence is AAAQASAAAAAYEAA. The MHC is HLA-DPA10103-DPB10301 with pseudo-sequence HLA-DPA10103-DPB10301. The binding affinity (normalized) is 0.188.